From a dataset of Full USPTO retrosynthesis dataset with 1.9M reactions from patents (1976-2016). Predict the reactants needed to synthesize the given product. (1) Given the product [C:1]([N:4]1[CH2:9][CH2:8][N:7]([C:10]2[CH:15]=[CH:14][C:13]([C:16](=[O:18])/[CH:17]=[CH:19]/[C:21]3[CH:22]=[CH:23][C:24](/[CH:25]=[CH:26]/[C:27]([OH:29])=[O:28])=[CH:30][CH:31]=3)=[CH:12][CH:11]=2)[CH2:6][CH2:5]1)(=[O:3])[CH3:2], predict the reactants needed to synthesize it. The reactants are: [C:1]([N:4]1[CH2:9][CH2:8][N:7]([C:10]2[CH:15]=[CH:14][C:13]([C:16](=[O:18])[CH3:17])=[CH:12][CH:11]=2)[CH2:6][CH2:5]1)(=[O:3])[CH3:2].[CH:19]([C:21]1[CH:31]=[CH:30][C:24]([CH:25]=[CH:26][C:27]([OH:29])=[O:28])=[CH:23][CH:22]=1)=O.[OH-].[K+]. (2) Given the product [C:16]([O:21][CH2:4][CH2:2][O:3][C:11]([CH:6]1[CH2:7][CH2:8][CH2:9][CH2:10][CH:5]1[C:14]([OH:13])=[O:15])=[O:12])(=[O:20])[C:17]([CH3:19])=[CH2:18], predict the reactants needed to synthesize it. The reactants are: C[C:2]([CH3:4])=[O:3].[C@@H:5]12[C:14](=[O:15])[O:13][C:11](=[O:12])[C@@H:6]1[CH2:7][CH2:8][CH2:9][CH2:10]2.[C:16]([OH:21])(=[O:20])[C:17]([CH3:19])=[CH2:18]. (3) Given the product [CH3:33][O:34][CH2:35][C:36]([NH:1][C:2]1[CH:3]=[CH:4][C:5]2[O:9][C:8]([C:10]([NH:12][C:13]3[CH:18]=[CH:17][C:16]([Cl:19])=[CH:15][N:14]=3)=[O:11])=[C:7]([NH:20][C:21]([C@H:23]3[CH2:28][CH2:27][C@H:26]([N:29]([CH3:30])[CH3:31])[CH2:25][CH2:24]3)=[O:22])[C:6]=2[CH:32]=1)=[O:37], predict the reactants needed to synthesize it. The reactants are: [NH2:1][C:2]1[CH:3]=[CH:4][C:5]2[O:9][C:8]([C:10]([NH:12][C:13]3[CH:18]=[CH:17][C:16]([Cl:19])=[CH:15][N:14]=3)=[O:11])=[C:7]([NH:20][C:21]([C@H:23]3[CH2:28][CH2:27][C@H:26]([N:29]([CH3:31])[CH3:30])[CH2:25][CH2:24]3)=[O:22])[C:6]=2[CH:32]=1.[CH3:33][O:34][CH2:35][C:36](O)=[O:37].ON1C2C=CC=CC=2N=N1.Cl.C(N=C=NCCCN(C)C)C.C(=O)([O-])O.[Na+]. (4) Given the product [Cl:41][C:42]1[CH:47]=[C:46]([NH:48][CH2:49][C:50]2[O:51][CH:52]=[CH:53][CH:54]=2)[C:45]([C:55]([O:57][CH2:58][C:59]([Cl:60])([Cl:62])[Cl:61])=[O:56])=[CH:44][C:43]=1[S:63]([NH:66][CH2:67][O:68][C:69](=[O:79])[CH2:70][CH2:71][CH2:72][CH2:73][C:74]([O:76][CH2:77][N:12]([C:13]([CH3:15])([CH3:14])[CH3:16])[CH:2]([CH3:1])[C:3]([C:5]1[CH:6]=[CH:7][CH:8]=[C:9]([Cl:11])[CH:10]=1)=[O:4])=[O:75])(=[O:65])=[O:64], predict the reactants needed to synthesize it. The reactants are: [CH3:1][CH:2]([NH:12][C:13]([CH3:16])([CH3:15])[CH3:14])[C:3]([C:5]1[CH:6]=[CH:7][CH:8]=[C:9]([Cl:11])[CH:10]=1)=[O:4].Cl.ClC1C=C(C(=O)C(NC(C)(C)C)C)C=CC=1.C(N(CC)CC)C.[Cl:41][C:42]1[CH:47]=[C:46]([NH:48][CH2:49][C:50]2[O:51][CH:52]=[CH:53][CH:54]=2)[C:45]([C:55]([O:57][CH2:58][C:59]([Cl:62])([Cl:61])[Cl:60])=[O:56])=[CH:44][C:43]=1[S:63]([NH:66][CH2:67][O:68][C:69](=[O:79])[CH2:70][CH2:71][CH2:72][CH2:73][C:74]([O:76][CH2:77]Cl)=[O:75])(=[O:65])=[O:64].